From a dataset of Forward reaction prediction with 1.9M reactions from USPTO patents (1976-2016). Predict the product of the given reaction. (1) The product is: [Br:3][C:4]1[CH:13]=[CH:12][C:11]2[C:6](=[CH:7][CH:8]=[C:9]([O:14][CH3:16])[CH:10]=2)[CH:5]=1. Given the reactants [H-].[Na+].[Br:3][C:4]1[CH:5]=[C:6]2[C:11](=[CH:12][CH:13]=1)[CH:10]=[C:9]([OH:14])[CH:8]=[CH:7]2.I[CH3:16].[OH-].[Na+], predict the reaction product. (2) Given the reactants [NH2:1][CH:2]1[CH2:5][N:4]([CH:6]([C:26]2[CH:31]=[CH:30][C:29]([F:32])=[CH:28][CH:27]=2)[C:7]([N:9]([CH2:11][C:12]2[C:21]3[C:16](=[CH:17][CH:18]=[CH:19][CH:20]=3)[CH:15]=[C:14]([C:22]#[N:23])[C:13]=2[O:24][CH3:25])[CH3:10])=[O:8])[CH2:3]1.C(N(CC)CC)C.[C:40](OC(=O)C)(=[O:42])[CH3:41].C(Cl)(Cl)Cl, predict the reaction product. The product is: [C:40]([NH:1][CH:2]1[CH2:3][N:4]([CH:6]([C:26]2[CH:27]=[CH:28][C:29]([F:32])=[CH:30][CH:31]=2)[C:7]([N:9]([CH2:11][C:12]2[C:21]3[C:16](=[CH:17][CH:18]=[CH:19][CH:20]=3)[CH:15]=[C:14]([C:22]#[N:23])[C:13]=2[O:24][CH3:25])[CH3:10])=[O:8])[CH2:5]1)(=[O:42])[CH3:41]. (3) Given the reactants C([O:3][CH:4]=[CH:5][C:6]1[CH:7]=[CH:8][C:9]2[N:10]([CH:12]=[C:13]([C:15]([NH:17][C:18]3[CH:23]=[CH:22][CH:21]=[CH:20][CH:19]=3)=[O:16])[N:14]=2)[CH:11]=1)C.O.[Br:25]N1C(=O)CCC1=O, predict the reaction product. The product is: [Br:25][CH:5]([C:6]1[CH:7]=[CH:8][C:9]2[N:10]([CH:12]=[C:13]([C:15]([NH:17][C:18]3[CH:23]=[CH:22][CH:21]=[CH:20][CH:19]=3)=[O:16])[N:14]=2)[CH:11]=1)[CH:4]=[O:3]. (4) Given the reactants [OH:1][C@H:2]([CH2:41][OH:42])[CH2:3][O:4][C:5]1[CH:10]=[C:9]([CH3:11])[C:8]([C:12]2[CH:17]=[CH:16][CH:15]=[C:14]([CH2:18][O:19][C:20]3[CH:21]=[CH:22][C:23]4[C:24](=[CH:33][C:34]([O:36][CH2:37][CH3:38])=[O:35])[C:25]5[C:30]([C:31]=4[CH:32]=3)=[CH:29][CH:28]=[CH:27][CH:26]=5)[C:13]=2[CH3:39])=[C:7]([CH3:40])[CH:6]=1.CO.[Mg].Cl, predict the reaction product. The product is: [OH:1][C@H:2]([CH2:41][OH:42])[CH2:3][O:4][C:5]1[CH:10]=[C:9]([CH3:11])[C:8]([C:12]2[CH:17]=[CH:16][CH:15]=[C:14]([CH2:18][O:19][C:20]3[CH:21]=[CH:22][C:23]4[CH:24]([CH2:33][C:34]([O:36][CH2:37][CH3:38])=[O:35])[C:25]5[C:30]([C:31]=4[CH:32]=3)=[CH:29][CH:28]=[CH:27][CH:26]=5)[C:13]=2[CH3:39])=[C:7]([CH3:40])[CH:6]=1. (5) Given the reactants [P:1]([O:13][CH2:14][C@H:15]1[O:19][C@@H:18]([N:20]2[C:29]3[N:28]=[CH:27][N:26]=[C:24]([NH2:25])[C:23]=3[N:22]=[CH:21]2)[C@H:17]([OH:30])[C@@H:16]1[OH:31])([O:4][P:5]([O:8][P:9]([OH:12])([OH:11])=[O:10])([OH:7])=[O:6])(=[O:3])[OH:2].NS.C1N=C(Cl)C2N=CN([C@@H]3O[C@H](COP(O)(O)=O)[C@@H](O)[C@H]3O)C=2N=1, predict the reaction product. The product is: [P:1]([O:13][CH2:14][C@H:15]1[O:19][C@@H:18]([N:20]2[C:29]3[N:28]=[CH:27][N:26]=[C:24]([NH2:25])[C:23]=3[N:22]=[CH:21]2)[C@H:17]([OH:30])[C@@H:16]1[OH:31])([OH:4])([OH:3])=[O:2].[P:1]([O:13][CH2:14][C@H:15]1[O:19][C@@H:18]([N:20]2[C:29]3[N:28]=[CH:27][N:26]=[C:24]([NH2:25])[C:23]=3[N:22]=[CH:21]2)[C@H:17]([OH:30])[C@@H:16]1[OH:31])([O:4][P:5]([OH:7])([OH:8])=[O:6])(=[O:2])[OH:3].[P:1]([O:13][CH2:14][C@H:15]1[O:19][C@@H:18]([N:20]2[C:29]3[N:28]=[CH:27][N:26]=[C:24]([NH2:25])[C:23]=3[N:22]=[CH:21]2)[C@H:17]([OH:30])[C@@H:16]1[OH:31])([O:4][P:5]([O:8][P:9]([OH:11])([OH:12])=[O:10])([OH:7])=[O:6])(=[O:2])[OH:3]. (6) Given the reactants [C:1]([O:5][C:6]([NH:8][CH2:9][C@H:10]1[CH2:15][CH2:14][C@H:13]([C:16]([NH:18][C@H:19]([C:37](=[O:50])[NH:38][C:39]2[CH:44]=[CH:43][C:42]([C:45]3[NH:49][N:48]=[N:47][N:46]=3)=[CH:41][CH:40]=2)[CH2:20][C:21]2[CH:26]=[CH:25][C:24]([C:27]3[CH:32]=[CH:31][C:30]([C:33](O)=[O:34])=[CH:29][C:28]=3[CH3:36])=[CH:23][CH:22]=2)=[O:17])[CH2:12][CH2:11]1)=[O:7])([CH3:4])([CH3:3])[CH3:2].Cl.Cl.[CH2:53]([N:60]([CH3:68])[CH:61]1[CH2:66][CH2:65][CH:64]([NH2:67])[CH2:63][CH2:62]1)[C:54]1[CH:59]=[CH:58][CH:57]=[CH:56][CH:55]=1.C(NC(C)C)(C)C.CN(C(ON1N=NC2C=CC=NC1=2)=[N+](C)C)C.F[P-](F)(F)(F)(F)F, predict the reaction product. The product is: [CH2:53]([N:60]([CH3:68])[CH:61]1[CH2:66][CH2:65][CH:64]([NH:67][C:33]([C:30]2[CH:31]=[CH:32][C:27]([C:24]3[CH:23]=[CH:22][C:21]([CH2:20][C@H:19]([NH:18][C:16]([C@H:13]4[CH2:14][CH2:15][C@H:10]([CH2:9][NH:8][C:6](=[O:7])[O:5][C:1]([CH3:2])([CH3:3])[CH3:4])[CH2:11][CH2:12]4)=[O:17])[C:37](=[O:50])[NH:38][C:39]4[CH:44]=[CH:43][C:42]([C:45]5[NH:49][N:48]=[N:47][N:46]=5)=[CH:41][CH:40]=4)=[CH:26][CH:25]=3)=[C:28]([CH3:36])[CH:29]=2)=[O:34])[CH2:63][CH2:62]1)[C:54]1[CH:59]=[CH:58][CH:57]=[CH:56][CH:55]=1.